From a dataset of Catalyst prediction with 721,799 reactions and 888 catalyst types from USPTO. Predict which catalyst facilitates the given reaction. (1) Reactant: [Br:1][C:2]1[CH:6]=[CH:5][S:4][C:3]=1[C:7]([NH:9][CH:10]([C:12]1[N:17]=[N:16][C:15]([NH:18][C:19]2[CH:24]=[C:23]([O:25][CH3:26])[C:22]([O:27][CH3:28])=[C:21]([O:29][CH3:30])[CH:20]=2)=[N:14][CH:13]=1)[CH3:11])=O.N1C=NC=N1.P(Cl)(Cl)(Cl)=O. Product: [Br:1][C:2]1[CH:6]=[CH:5][S:4][C:3]=1[C:7]1[N:17]2[C:12]([CH:13]=[N:14][C:15]([NH:18][C:19]3[CH:24]=[C:23]([O:25][CH3:26])[C:22]([O:27][CH3:28])=[C:21]([O:29][CH3:30])[CH:20]=3)=[N:16]2)=[C:10]([CH3:11])[N:9]=1. The catalyst class is: 17. (2) Reactant: Br[C:2]1[N:3]=[C:4]2[C:10]([C:11]3([C:16]([CH3:19])([CH3:18])[CH3:17])[O:15][CH2:14][CH2:13][O:12]3)=[CH:9][NH:8][C:5]2=[N:6][CH:7]=1.[H-].[Na+].C([Li])CCC.[CH:27](=[O:29])[CH3:28].[Cl-].[NH4+]. Product: [C:16]([C:11]1([C:10]2[C:4]3[C:5](=[N:6][CH:7]=[C:2]([CH:27]([OH:29])[CH3:28])[N:3]=3)[NH:8][CH:9]=2)[O:15][CH2:14][CH2:13][O:12]1)([CH3:19])([CH3:18])[CH3:17]. The catalyst class is: 355. (3) Reactant: [NH2:1][C:2]1[CH:7]=[CH:6][C:5]([CH2:8][CH2:9][CH2:10][C:11]([O:13]C)=O)=[CH:4][CH:3]=1.[Cl-].[NH4+:16].N. Product: [NH2:1][C:2]1[CH:7]=[CH:6][C:5]([CH2:8][CH2:9][CH2:10][C:11]([NH2:16])=[O:13])=[CH:4][CH:3]=1. The catalyst class is: 5. (4) Reactant: F[C:2]1[CH:9]=[C:8]([N:10]2[CH2:15][CH2:14][CH:13]([OH:16])[CH2:12][CH2:11]2)[CH:7]=[C:6]([F:17])[C:3]=1[C:4]#[N:5].[O-:18][CH2:19][CH3:20].[Na+]. Product: [CH2:19]([O:18][C:2]1[CH:9]=[C:8]([N:10]2[CH2:15][CH2:14][CH:13]([OH:16])[CH2:12][CH2:11]2)[CH:7]=[C:6]([F:17])[C:3]=1[C:4]#[N:5])[CH3:20]. The catalyst class is: 14. (5) Reactant: [CH2:1]([O:3][C:4]([C:6]1[N:7]([NH:19][CH2:20][C:21]2[CH:26]=[CH:25][C:24]([F:27])=[CH:23][CH:22]=2)[C:8]2[C:13]([CH:14]=1)=[CH:12][CH:11]=[C:10]([C:15]([F:18])([F:17])[F:16])[CH:9]=2)=[O:5])[CH3:2].[CH2:28]([O:30][C:31](=[O:36])[CH2:32][C:33](Cl)=[O:34])[CH3:29]. Product: [CH2:1]([O:3][C:4]([C:6]1[N:7]([N:19]([C:33](=[O:34])[CH2:32][C:31]([O:30][CH2:28][CH3:29])=[O:36])[CH2:20][C:21]2[CH:22]=[CH:23][C:24]([F:27])=[CH:25][CH:26]=2)[C:8]2[C:13]([CH:14]=1)=[CH:12][CH:11]=[C:10]([C:15]([F:18])([F:16])[F:17])[CH:9]=2)=[O:5])[CH3:2]. The catalyst class is: 12. (6) Reactant: [C:1]([O:5][C:6](=[O:17])[C@@H:7]([NH:9][C:10]1[CH:15]=[CH:14][CH:13]=[CH:12][C:11]=1[NH2:16])[CH3:8])([CH3:4])([CH3:3])[CH3:2].C1N=CN([C:23](N2C=NC=C2)=[O:24])C=1. Product: [C:1]([O:5][C:6](=[O:17])[C@@H:7]([N:9]1[C:10]2[CH:15]=[CH:14][CH:13]=[CH:12][C:11]=2[NH:16][C:23]1=[O:24])[CH3:8])([CH3:2])([CH3:3])[CH3:4]. The catalyst class is: 56.